Predict which catalyst facilitates the given reaction. From a dataset of Catalyst prediction with 721,799 reactions and 888 catalyst types from USPTO. (1) Reactant: ClC1SC(S([N:10]([S:22]([C:25]2[S:26][C:27]([Cl:30])=[CH:28][CH:29]=2)(=[O:24])=[O:23])[C:11]2[C:19]3[C:14](=[CH:15][CH:16]=[CH:17][C:18]=3[O:20][CH3:21])[NH:13][N:12]=2)(=O)=O)=CC=1.C1(P(C2C=CC=CC=2)C2C=CC=CC=2)C=CC=CC=1.O[CH2:51][C:52]1[CH:53]=[C:54]([S:58]([NH2:61])(=[O:60])=[O:59])[CH:55]=[CH:56][CH:57]=1.N(C(OC(C)C)=O)=NC(OC(C)C)=O. Product: [NH2:61][S:58]([C:54]1[CH:53]=[C:52]([CH2:51][N:13]2[C:14]3[C:19](=[C:18]([O:20][CH3:21])[CH:17]=[CH:16][CH:15]=3)[C:11]([NH:10][S:22]([C:25]3[S:26][C:27]([Cl:30])=[CH:28][CH:29]=3)(=[O:23])=[O:24])=[N:12]2)[CH:57]=[CH:56][CH:55]=1)(=[O:59])=[O:60]. The catalyst class is: 1. (2) Reactant: [C:1]([NH:4][C:5]1[S:6][CH:7]=[C:8]([CH2:10][CH2:11][CH2:12][C:13]2[CH:18]=[CH:17][C:16](/[CH:19]=[CH:20]/[C:21]([O:23][CH2:24][CH3:25])=[O:22])=[CH:15][CH:14]=2)[N:9]=1)(=[O:3])[CH3:2].CO. Product: [C:1]([NH:4][C:5]1[S:6][CH:7]=[C:8]([CH2:10][CH2:11][CH2:12][C:13]2[CH:14]=[CH:15][C:16]([CH2:19][CH2:20][C:21]([O:23][CH2:24][CH3:25])=[O:22])=[CH:17][CH:18]=2)[N:9]=1)(=[O:3])[CH3:2]. The catalyst class is: 354. (3) Product: [P:21](=[O:22])([OH:33])([OH:24])[OH:23].[P:21]([O:33][CH2:34][C@H:35]1[O:39][C@@H:38]([N:40]2[C:49]3[N:48]=[CH:47][N:46]=[C:44]([NH2:45])[C:43]=3[N:42]=[CH:41]2)[C@H:37]([OH:50])[C@@H:36]1[OH:51])([O:24][P:25]([O:28][P:29]([OH:31])([OH:32])=[O:30])([OH:27])=[O:26])(=[O:22])[OH:23]. The catalyst class is: 16. Reactant: [C@@H]1(N2C3N=CN=C(N)C=3N=C2)O[C@H](CO)[C@@H](O)[C@H]1O.[K].[P:21]([O:33][CH2:34][C@H:35]1[O:39][C@@H:38]([N:40]2[C:49]3[N:48]=[CH:47][N:46]=[C:44]([NH2:45])[C:43]=3[N:42]=[CH:41]2)[C@H:37]([OH:50])[C@@H:36]1[OH:51])([O:24][P:25]([O:28][P:29]([OH:32])([OH:31])=[O:30])([O-:27])=[O:26])(=[O:23])[O-:22].[Na+].[Na+].ClC(Cl)(Cl)C(O)=O. (4) Reactant: [CH3:1][O:2][C:3]1[CH:4]=[C:5]2[C:10](=[CH:11][C:12]=1[O:13][CH3:14])[CH:9]=[N:8][CH:7]([CH2:15][C:16]([F:19])([F:18])[F:17])[CH2:6]2.CN([CH:23]=[C:24]([C:30](=[O:32])[CH3:31])[C:25]([O:27][CH2:28][CH3:29])=[O:26])C. The catalyst class is: 8. Product: [CH3:1][O:2][C:3]1[C:12]([O:13][CH3:14])=[CH:11][C:10]2[CH:9]3[N:8]([CH:7]([CH2:15][C:16]([F:19])([F:18])[F:17])[CH2:6][C:5]=2[CH:4]=1)[CH:23]=[C:24]([C:25]([O:27][CH2:28][CH3:29])=[O:26])[C:30](=[O:32])[CH2:31]3. (5) Reactant: [C:1]([O:5][C:6]([NH:8][CH2:9][CH2:10][NH2:11])=[O:7])([CH3:4])([CH3:3])[CH3:2].[Cl:12][C:13]1[CH:22]=[C:21]2[C:16]([C:17](=[O:29])[C:18]([C:26]([OH:28])=[O:27])=[CH:19][N:20]2[CH:23]2[CH2:25][CH2:24]2)=[CH:15][C:14]=1F.C(O)(=O)C. Product: [C:1]([O:5][C:6]([NH:8][CH2:9][CH2:10][NH:11][C:14]1[CH:15]=[C:16]2[C:21](=[CH:22][C:13]=1[Cl:12])[N:20]([CH:23]1[CH2:25][CH2:24]1)[CH:19]=[C:18]([C:26]([OH:28])=[O:27])[C:17]2=[O:29])=[O:7])([CH3:4])([CH3:3])[CH3:2]. The catalyst class is: 16. (6) Reactant: CC1(C)[C@H]2CC[C@]1(CS(O)(=O)=O)C(=O)C2.[Br:16][C:17]1[CH:18]=[C:19]2[C:23](=[CH:24][CH:25]=1)[CH2:22][C@H:21]([NH2:26])[CH2:20]2.O.[C:28](Cl)(=[O:37])[O:29][CH2:30][C:31]1[CH:36]=[CH:35][CH:34]=[CH:33][CH:32]=1. Product: [Br:16][C:17]1[CH:18]=[C:19]2[C:23](=[CH:24][CH:25]=1)[CH2:22][C@H:21]([NH:26][C:28](=[O:37])[O:29][CH2:30][C:31]1[CH:36]=[CH:35][CH:34]=[CH:33][CH:32]=1)[CH2:20]2. The catalyst class is: 25.